This data is from Catalyst prediction with 721,799 reactions and 888 catalyst types from USPTO. The task is: Predict which catalyst facilitates the given reaction. (1) Reactant: [OH2:1].I([O-])(=O)(=O)=O.[Na+].[F:8][C:9]1[C:14]([C:15]2[CH:20]=[CH:19][C:18]([CH2:21][S:22][CH3:23])=[CH:17][CH:16]=2)=[CH:13][C:12]([C:24]2[N:25]=[C:26]([CH:36]([CH3:38])[CH3:37])[NH:27][C:28]=2[C:29]2[CH:34]=[CH:33][CH:32]=[C:31]([CH3:35])[N:30]=2)=[CH:11][CH:10]=1. Product: [F:8][C:9]1[C:14]([C:15]2[CH:16]=[CH:17][C:18]([CH2:21][S:22]([CH3:23])=[O:1])=[CH:19][CH:20]=2)=[CH:13][C:12]([C:24]2[N:25]=[C:26]([CH:36]([CH3:38])[CH3:37])[NH:27][C:28]=2[C:29]2[CH:34]=[CH:33][CH:32]=[C:31]([CH3:35])[N:30]=2)=[CH:11][CH:10]=1. The catalyst class is: 5. (2) Reactant: [O:1]1[CH:5]=[CH:4][C:3]([CH:6]([OH:22])[CH:7]([CH2:11][C:12]2[CH:17]=[CH:16][C:15]([C:18]([F:21])([F:20])[F:19])=[CH:14][CH:13]=2)C(O)=O)=[CH:2]1.C1(P(N=[N+]=[N-])(C2C=CC=CC=2)=O)C=CC=CC=1.C([N:42]([CH2:45]C)CC)C.[OH2:47]. Product: [O:1]1[CH:5]=[CH:4][C:3]([CH:6]2[O:22][C:45](=[O:47])[NH:42][CH:7]2[CH2:11][C:12]2[CH:13]=[CH:14][C:15]([C:18]([F:19])([F:20])[F:21])=[CH:16][CH:17]=2)=[CH:2]1. The catalyst class is: 7. (3) The catalyst class is: 4. Reactant: [NH2:1][C@@H:2]1[C:8](=[O:9])[N:7]([CH2:10][C:11]([O:13][CH3:14])=[O:12])[C:6]2[CH:15]=[CH:16][CH:17]=[CH:18][C:5]=2[O:4][C@@H:3]1[C:19]1[CH:24]=[CH:23][CH:22]=[CH:21][CH:20]=1.[F:25][C:26]1[CH:27]=[C:28]([CH2:33][C:34]([NH:36][C@H:37]([C:39](O)=[O:40])[CH3:38])=[O:35])[CH:29]=[C:30]([F:32])[CH:31]=1.C1C=CC2N(O)N=NC=2C=1.CN1CCOCC1.CCN=C=NCCCN(C)C.Cl. Product: [F:25][C:26]1[CH:27]=[C:28]([CH2:33][C:34]([NH:36][C@H:37]([C:39]([NH:1][C@@H:2]2[C:8](=[O:9])[N:7]([CH2:10][C:11]([O:13][CH3:14])=[O:12])[C:6]3[CH:15]=[CH:16][CH:17]=[CH:18][C:5]=3[O:4][C@@H:3]2[C:19]2[CH:24]=[CH:23][CH:22]=[CH:21][CH:20]=2)=[O:40])[CH3:38])=[O:35])[CH:29]=[C:30]([F:32])[CH:31]=1. (4) Reactant: [C:1]1([N:7]2[C:11]3[CH2:12][N:13](C(OC(C)(C)C)=O)[CH2:14][CH2:15][C:10]=3[N:9]=[CH:8]2)[CH:6]=[CH:5][CH:4]=[CH:3][CH:2]=1.Cl.O1CCOCC1.C(OCC)(=O)C. Product: [C:1]1([N:7]2[C:11]3[CH2:12][NH:13][CH2:14][CH2:15][C:10]=3[N:9]=[CH:8]2)[CH:2]=[CH:3][CH:4]=[CH:5][CH:6]=1. The catalyst class is: 12. (5) Reactant: Cl[C:2]1[C:7]([C:8]([O:10][CH3:11])=[O:9])=[CH:6][CH:5]=[C:4]([CH3:12])[N:3]=1.[Br:13][Si](C)(C)C. Product: [Br:13][C:2]1[C:7]([C:8]([O:10][CH3:11])=[O:9])=[CH:6][CH:5]=[C:4]([CH3:12])[N:3]=1. The catalyst class is: 397. (6) Reactant: O[CH:2]1[C:11]2[N:10]=[CH:9][CH:8]=[CH:7][C:6]=2[CH2:5][CH2:4][CH2:3]1.C(N(CC)CC)C.CS(Cl)(=O)=O.[N-:24]=[N+:25]=[N-:26].[Na+]. Product: [N:24]([CH:2]1[C:11]2[N:10]=[CH:9][CH:8]=[CH:7][C:6]=2[CH2:5][CH2:4][CH2:3]1)=[N+:25]=[N-:26]. The catalyst class is: 34. (7) Reactant: [CH2:1]([N:8]([CH2:12][C:13]1[C:18](Cl)=[N:17][C:16]([N:20]([CH2:22][CH:23]2[CH2:25][CH2:24]2)[CH3:21])=[CH:15][N:14]=1)[CH2:9][CH2:10][OH:11])[C:2]1[CH:7]=[CH:6][CH:5]=[CH:4][CH:3]=1.CC(C)([O-])C.[K+].O. Product: [CH2:1]([N:8]1[CH2:12][C:13]2[N:14]=[CH:15][C:16]([N:20]([CH2:22][CH:23]3[CH2:25][CH2:24]3)[CH3:21])=[N:17][C:18]=2[O:11][CH2:10][CH2:9]1)[C:2]1[CH:7]=[CH:6][CH:5]=[CH:4][CH:3]=1. The catalyst class is: 3.